Dataset: Forward reaction prediction with 1.9M reactions from USPTO patents (1976-2016). Task: Predict the product of the given reaction. (1) Given the reactants O=[C:2]1[CH2:7][CH2:6][N:5]([C:8]([O:10][C:11]([CH3:14])([CH3:13])[CH3:12])=[O:9])[CH2:4][CH2:3]1.N1CCCC1.[CH2:20]=[CH:21][C:22](=[O:25])[CH2:23][CH3:24].CCOC(C)=O, predict the reaction product. The product is: [CH3:20][C:21]1[C:22](=[O:25])[CH2:23][CH2:24][CH:7]2[C:2]=1[CH2:3][CH2:4][N:5]([C:8]([O:10][C:11]([CH3:14])([CH3:13])[CH3:12])=[O:9])[CH2:6]2. (2) Given the reactants Br[C:2]1[CH:22]=[CH:21][C:5]2[N:6]=[C:7]([NH:10][CH:11]3[C:19]4[C:14](=[CH:15][C:16]([F:20])=[CH:17][CH:18]=4)[CH2:13][CH2:12]3)[O:8][CH2:9][C:4]=2[CH:3]=1.[NH2:23][C:24]1[CH:29]=[CH:28][CH:27]=[C:26]([C:30]([F:33])([F:32])[F:31])[N:25]=1, predict the reaction product. The product is: [F:20][C:16]1[CH:15]=[C:14]2[C:19](=[CH:18][CH:17]=1)[CH:11]([NH:10][C:7]1[O:8][CH2:9][C:4]3[CH:3]=[C:2]([NH:23][C:24]4[CH:29]=[CH:28][CH:27]=[C:26]([C:30]([F:32])([F:31])[F:33])[N:25]=4)[CH:22]=[CH:21][C:5]=3[N:6]=1)[CH2:12][CH2:13]2.